Dataset: Forward reaction prediction with 1.9M reactions from USPTO patents (1976-2016). Task: Predict the product of the given reaction. (1) The product is: [F:25][C:2]([F:1])([C:18]1[CH:23]=[N:22][C:21]([CH3:24])=[CH:20][N:19]=1)[CH2:3][N:4]1[CH2:9][CH2:8][CH:7]([NH2:10])[CH2:6][CH2:5]1. Given the reactants [F:1][C:2]([F:25])([C:18]1[CH:23]=[N:22][C:21]([CH3:24])=[CH:20][N:19]=1)[CH2:3][N:4]1[CH2:9][CH2:8][CH:7]([NH:10]C(=O)OC(C)(C)C)[CH2:6][CH2:5]1.C(O)(C(F)(F)F)=O, predict the reaction product. (2) Given the reactants [Cl:1][C:2]1[CH:9]=[C:8]([N:10]([CH2:16][C:17]2[CH:22]=[CH:21][CH:20]=[CH:19][C:18]=2[Cl:23])[C@H:11]2[CH2:15][CH2:14][NH:13][CH2:12]2)[CH:7]=[CH:6][C:3]=1[C:4]#[N:5].[CH3:24][O:25][C:26]1[CH:27]=[C:28]([S:32](Cl)(=[O:34])=[O:33])[CH:29]=[CH:30][CH:31]=1, predict the reaction product. The product is: [Cl:1][C:2]1[CH:9]=[C:8]([N:10]([CH2:16][C:17]2[CH:22]=[CH:21][CH:20]=[CH:19][C:18]=2[Cl:23])[C@H:11]2[CH2:15][CH2:14][N:13]([S:32]([C:28]3[CH:29]=[CH:30][CH:31]=[C:26]([O:25][CH3:24])[CH:27]=3)(=[O:34])=[O:33])[CH2:12]2)[CH:7]=[CH:6][C:3]=1[C:4]#[N:5].